Dataset: Experimentally validated miRNA-target interactions with 360,000+ pairs, plus equal number of negative samples. Task: Binary Classification. Given a miRNA mature sequence and a target amino acid sequence, predict their likelihood of interaction. (1) The miRNA is hsa-miR-150-5p with sequence UCUCCCAACCCUUGUACCAGUG. The protein sequence of the target gene is MACKISPGANSASLPGHPNKVICERVRLQSLFPLLPSDQNTTVQEDAHFKAFFQSEDSPSPKRQRLSHSVFDYTSASPAPSPPMRPWEMTSNRQPPSVRPSQHHFSGERCNTPARNRRSPPVRRQRGRRDRLSRHNSISQDENYHHLPYAQQQAIEEPRAFHPPNVSPRLLHPAAHPPQQNAVMVDIHDQLHQGTVPVSYTVTTVAPHGIPLCTGQHIPACSTQQVPGCSVVFSGQHLPVCSVPPPMLQACSVQHLPVPYAAFPPLISSDPFLIHPPHLSPHHPPHLPPPGQFVPFQTQQ.... Result: 0 (no interaction). (2) The miRNA is hsa-miR-544b with sequence ACCUGAGGUUGUGCAUUUCUAA. The protein sequence of the target gene is MAAALRVAAVGARLSVLASGLRAAVRSLCSQATSVNERIENKRRTALLGGGQRRIDAQHKRGKLTARERISLLLDPGSFVESDMFVEHRCADFGMAADKNKFPGDSVVTGRGRINGRLVYVFSQDFTVFGGSLSGAHAQKICKIMDQAITVGAPVIGLNDSGGARIQEGVESLAGYADIFLRNVTASGVIPQISLIMGPCAGGAVYSPALTDFTFMVKDTSYLFITGPDVVKSVTNEDVTQEELGGAKTHTTMSGVAHRAFENDVDALCNLRDFFNYLPLSSQDPAPVRECHDPSDRLVP.... Result: 1 (interaction). (3) The miRNA is hsa-miR-3681-5p with sequence UAGUGGAUGAUGCACUCUGUGC. The protein sequence of the target gene is MASNHPAFSFHQKQVLRQELTQIQSSLNGGGGHGGKGAPGPGGALPTCPACHKITPRTEAPVSSVSNSLENALHTSAHSTEESLPKRPLGKHSKVSVEKIDLKGLSHTKNDRNVECSFEVLWSDSSITSVTKSSSEVTEFISKLCQLYPEENLEKLIPCLAGPDAFYVERNHVDLDSGLRYLASLPSHVLKNDHVRRFLSTSSPPQQLQSPSPGNPSLSKVGTVMGVSGRPVCGVAGIPSSQSGAQHHGQHPAGSAAPLPHCSHAGSAGSALAYRTQMDTSPAILMPSSLQTPQTQEQNG.... Result: 1 (interaction). (4) The miRNA is hsa-miR-5697 with sequence UCAAGUAGUUUCAUGAUAAAGG. The protein sequence of the target gene is MERTEESAPGPGGADAASERRGLRCLLLPGFLEELRALLVLAGPAFLAQLMMFLISFISSVFCGHLGKLELDAVTLAIAVINVTGISVGHGLSSACDTLISQTYGSQNLKHVGVILQRGTLILLLCCFPCWALFINTEQILLLFRQDPDVSRLTQTYVMIFIPALPAAFLYTLQVKYLLNQGIVLPQIMTGIAANLVNALANYVFLYHLHLGVMGSALANTISQFALAIFLFLYILWRRLHQATWGGWSWECLQDWASFLRLAIPSMLMLCIEWWAYEVGSFLSGILGMVELGAQSITYE.... Result: 0 (no interaction).